This data is from Full USPTO retrosynthesis dataset with 1.9M reactions from patents (1976-2016). The task is: Predict the reactants needed to synthesize the given product. (1) The reactants are: [Cl:1][C:2]1[CH:3]=[C:4]([CH:27]=[CH:28][C:29]=1[OH:30])[CH2:5][N:6]1[CH2:11][CH2:10][C:9]([CH2:18][CH2:19][O:20][C:21]2[CH:26]=[CH:25][CH:24]=[CH:23][CH:22]=2)([C:12]([O:14][CH:15]([CH3:17])[CH3:16])=[O:13])[CH2:8][CH2:7]1.[CH2:31](OC(C1(CCOC2C=CC=CC=2)CCN(CC2C=CC(OCC=C)=C(Cl)C=2)CC1)=O)C. Given the product [Cl:1][C:2]1[CH:3]=[C:4]([CH:27]=[CH:28][C:29]=1[OH:30])[CH2:5][N:6]1[CH2:11][CH2:10][C:9]([CH2:18][CH2:19][O:20][C:21]2[CH:22]=[CH:23][CH:24]=[CH:25][CH:26]=2)([C:12]([O:14][C:15]([CH3:31])([CH3:16])[CH3:17])=[O:13])[CH2:8][CH2:7]1, predict the reactants needed to synthesize it. (2) Given the product [NH2:12][C:13]1[CH:18]=[C:17]([CH3:19])[C:16]([CH3:20])=[CH:15][C:14]=1[NH:21][C:9]([C:5]1[C:4]([N+:1]([O-:3])=[O:2])=[CH:8][NH:7][N:6]=1)=[O:11], predict the reactants needed to synthesize it. The reactants are: [N+:1]([C:4]1[C:5]([C:9]([OH:11])=O)=[N:6][NH:7][CH:8]=1)([O-:3])=[O:2].[NH2:12][C:13]1[CH:18]=[C:17]([CH3:19])[C:16]([CH3:20])=[CH:15][C:14]=1[NH2:21]. (3) The reactants are: [CH2:1]([C:3]1([CH2:11][CH3:12])[CH2:7][CH:6]([CH2:8][I:9])[O:5][C:4]1=[O:10])[CH3:2].C(C1(C(O)=O)CCCC1)C=C.C(C(CC)(CC=C)C(O)=O)C. Given the product [I:9][CH2:8][CH:6]1[CH2:7][C:3]2([CH2:1][CH2:2][CH2:12][CH2:11]2)[C:4](=[O:10])[O:5]1, predict the reactants needed to synthesize it. (4) Given the product [N+:1]([C:4]1[CH:9]=[CH:8][CH:7]=[CH:6][C:5]=1[NH:11][C:12]1[CH:13]=[CH:14][C:15]([CH2:18][C:19]([OH:21])=[O:20])=[CH:16][CH:17]=1)([O-:3])=[O:2], predict the reactants needed to synthesize it. The reactants are: [N+:1]([C:4]1[CH:9]=[CH:8][CH:7]=[CH:6][C:5]=1F)([O-:3])=[O:2].[NH2:11][C:12]1[CH:17]=[CH:16][C:15]([CH2:18][C:19]([OH:21])=[O:20])=[CH:14][CH:13]=1.[F-].[K+]. (5) Given the product [NH2:8][CH2:9][CH2:10][C@H:11]([NH:31][C:32](=[O:38])[O:33][C:34]([CH3:37])([CH3:36])[CH3:35])[CH2:12][O:13][Si:14]([C:27]([CH3:30])([CH3:28])[CH3:29])([C:15]1[CH:20]=[CH:19][CH:18]=[CH:17][CH:16]=1)[C:21]1[CH:26]=[CH:25][CH:24]=[CH:23][CH:22]=1, predict the reactants needed to synthesize it. The reactants are: C([NH:8][CH2:9][CH2:10][C@H:11]([NH:31][C:32](=[O:38])[O:33][C:34]([CH3:37])([CH3:36])[CH3:35])[CH2:12][O:13][Si:14]([C:27]([CH3:30])([CH3:29])[CH3:28])([C:21]1[CH:26]=[CH:25][CH:24]=[CH:23][CH:22]=1)[C:15]1[CH:20]=[CH:19][CH:18]=[CH:17][CH:16]=1)C1C=CC=CC=1.C([O-])=O.[NH4+]. (6) Given the product [F:1][CH2:2][S:3]([C:4]1[CH:9]=[CH:8][C:7]([CH3:10])=[CH:6][CH:5]=1)=[O:16], predict the reactants needed to synthesize it. The reactants are: [F:1][CH2:2][S:3][C:4]1[CH:9]=[CH:8][C:7]([CH3:10])=[CH:6][CH:5]=1.CO.C1C(=O)N(Br)C(=[O:16])C1.